Dataset: Forward reaction prediction with 1.9M reactions from USPTO patents (1976-2016). Task: Predict the product of the given reaction. Given the reactants [F:1][C:2]1[CH:7]=[CH:6][C:5]([NH:8][CH2:9][C:10]2[CH:11]=[CH:12][C:13]([N:16]([CH2:19][CH3:20])[CH2:17][CH3:18])=[N:14][CH:15]=2)=[CH:4][CH:3]=1.C(N(CC)CC)C.[CH3:28][C:29]([CH3:34])([CH3:33])[C:30](Cl)=[O:31], predict the reaction product. The product is: [CH2:17]([N:16]([CH2:19][CH3:20])[C:13]1[N:14]=[CH:15][C:10]([CH2:9][N:8]([C:5]2[CH:6]=[CH:7][C:2]([F:1])=[CH:3][CH:4]=2)[C:30](=[O:31])[C:29]([CH3:34])([CH3:33])[CH3:28])=[CH:11][CH:12]=1)[CH3:18].